Task: Predict the reaction yield, written as a fraction of the theoretical maximum amount of product (1.0 means a 100% yield; for example, 0.34 means a 34% yield).. Dataset: Reaction yield outcomes from USPTO patents with 853,638 reactions (1) The reactants are CC[O-].[Na+].Cl.[CH:6]1([NH:11][C:12]([NH2:14])=[NH:13])[CH2:10][CH2:9][CH2:8][CH2:7]1.[Cl:15][C:16]1[N:21]2[N:22]=[C:23]([C:29]3[O:30][CH:31]=[CH:32][C:33]=3[CH3:34])[C:24]([C:25](=O)[C:26]#[CH:27])=[C:20]2[CH:19]=[CH:18][CH:17]=1. The catalyst is C(O)C. The product is [Cl:15][C:16]1[N:21]2[N:22]=[C:23]([C:29]3[O:30][CH:31]=[CH:32][C:33]=3[CH3:34])[C:24]([C:25]3[CH:26]=[CH:27][N:14]=[C:12]([NH:11][CH:6]4[CH2:10][CH2:9][CH2:8][CH2:7]4)[N:13]=3)=[C:20]2[CH:19]=[CH:18][CH:17]=1. The yield is 0.650. (2) The reactants are C[C:2]1[C:11]2[NH:12][C:13](=O)[N:9]3[C:10]=2[C:5]([CH2:6][CH2:7][CH2:8]3)=[CH:4][CH:3]=1.[OH-].[Na+].O=P(Cl)(Cl)[Cl:19]. No catalyst specified. The product is [Cl:19][C:13]1[N:9]2[C:10]3[C:5]([CH2:6][CH2:7][CH2:8]2)=[CH:4][CH:3]=[CH:2][C:11]=3[N:12]=1. The yield is 0.530. (3) The reactants are Cl.[S:2]1[C:6]2[CH:7]=[CH:8][C:9]([C:11]([OH:13])=[O:12])=[CH:10][C:5]=2[CH:4]=[CH:3]1.[CH2:14](O)[CH3:15]. No catalyst specified. The product is [CH2:14]([O:12][C:11]([C:9]1[CH:8]=[CH:7][C:6]2[S:2][CH:3]=[CH:4][C:5]=2[CH:10]=1)=[O:13])[CH3:15]. The yield is 0.890. (4) The product is [CH2:36]([N:19]([CH2:17][CH3:18])[CH2:20][CH2:21][NH:22][C:23]([C:25]1[NH:26][C:27]([CH:34]=[C:11]2[C:10]3[C:14](=[CH:15][C:7]([C:3]4[CH:2]=[N:1][CH:6]=[CH:5][CH:4]=4)=[CH:8][CH:9]=3)[NH:13][C:12]2=[O:16])=[C:28]2[C:33]=1[CH2:32][CH2:31][CH2:30][CH2:29]2)=[O:24])[CH3:37]. The yield is 0.380. The reactants are [N:1]1[CH:6]=[CH:5][CH:4]=[C:3]([C:7]2[CH:15]=[C:14]3[C:10]([CH2:11][C:12](=[O:16])[NH:13]3)=[CH:9][CH:8]=2)[CH:2]=1.[CH2:17]([N:19]([CH2:36][CH3:37])[CH2:20][CH2:21][NH:22][C:23]([C:25]1[NH:26][C:27]([CH:34]=O)=[C:28]2[C:33]=1[CH2:32][CH2:31][CH2:30][CH2:29]2)=[O:24])[CH3:18]. No catalyst specified. (5) The reactants are [N:1]1([CH2:10][CH2:11][CH2:12][CH2:13][CH2:14][CH2:15][CH2:16][CH2:17][NH:18][C:19](=[O:41])[C:20]2[CH:25]=[C:24]([C:26]3[CH:31]=[CH:30][CH:29]=[C:28]([Cl:32])[CH:27]=3)[C:23]([OH:33])=[C:22]([C:34]3[CH:39]=[CH:38][CH:37]=[C:36]([Cl:40])[CH:35]=3)[CH:21]=2)[C:9]2[C:4](=[CH:5][CH:6]=[CH:7][CH:8]=2)[CH:3]=[CH:2]1.[C:42](=[O:45])(O)N.[CH2:46]=C.O. The catalyst is CN(C=O)C.[Br-].C([N+](CC)(CC)CC)C. The product is [N:1]1([CH2:10][CH2:11][CH2:12][CH2:13][CH2:14][CH2:15][CH2:16][CH2:17][NH:18][C:19](=[O:41])[C:20]2[CH:25]=[C:24]([C:26]3[CH:31]=[CH:30][CH:29]=[C:28]([Cl:32])[CH:27]=3)[C:23]([O:33][CH2:46][CH2:42][OH:45])=[C:22]([C:34]3[CH:39]=[CH:38][CH:37]=[C:36]([Cl:40])[CH:35]=3)[CH:21]=2)[C:9]2[C:4](=[CH:5][CH:6]=[CH:7][CH:8]=2)[CH:3]=[CH:2]1. The yield is 0.840. (6) The reactants are [CH3:1][NH:2][C:3]1[CH:8]=[CH:7][N:6]2[CH:9]=[C:10]([C:12]3[CH:17]=[CH:16][C:15]([OH:18])=[CH:14][CH:13]=3)[N:11]=[C:5]2[CH:4]=1.CC1C=CC(S(O[CH2:30][F:31])(=O)=O)=CC=1. No catalyst specified. The product is [F:31][CH2:30][O:18][C:15]1[CH:16]=[CH:17][C:12]([C:10]2[N:11]=[C:5]3[CH:4]=[C:3]([NH:2][CH3:1])[CH:8]=[CH:7][N:6]3[CH:9]=2)=[CH:13][CH:14]=1. The yield is 0.180. (7) The reactants are [C:1]([C:3]1[CH:8]=[CH:7][C:6]([CH2:9][CH2:10][O:11][C:12]2[CH:13]=[C:14]([NH:18][S:19]([C:22]3[CH:27]=[CH:26][CH:25]=[CH:24][CH:23]=3)(=[O:21])=[O:20])[CH:15]=[CH:16][CH:17]=2)=[CH:5][CH:4]=1)#[N:2].C([O-])([O-])=O.[K+].[K+].Cl[CH2:35][CH2:36][OH:37].[Na+].[I-]. The catalyst is CN(C=O)C. The product is [C:1]([C:3]1[CH:4]=[CH:5][C:6]([CH2:9][CH2:10][O:11][C:12]2[CH:13]=[C:14]([N:18]([CH2:35][CH2:36][OH:37])[S:19]([C:22]3[CH:27]=[CH:26][CH:25]=[CH:24][CH:23]=3)(=[O:21])=[O:20])[CH:15]=[CH:16][CH:17]=2)=[CH:7][CH:8]=1)#[N:2]. The yield is 0.450. (8) The reactants are [C:1]([O:5][C:6](=[O:23])[NH:7][C@H:8]([C:16]1[NH:17][C:18]([Cl:22])=[C:19](Br)[N:20]=1)[CH2:9][C:10]1[CH:15]=[CH:14][CH:13]=[CH:12][CH:11]=1)([CH3:4])([CH3:3])[CH3:2].C1C(=O)N(Cl)C(=O)C1. The catalyst is C(#N)C. The product is [C:1]([O:5][C:6](=[O:23])[NH:7][C@H:8]([C:16]1[NH:20][CH:19]=[C:18]([Cl:22])[N:17]=1)[CH2:9][C:10]1[CH:15]=[CH:14][CH:13]=[CH:12][CH:11]=1)([CH3:4])([CH3:2])[CH3:3]. The yield is 0.360. (9) The reactants are [F:1][C:2]([F:18])([F:17])[C:3]1[CH:8]=[CH:7][C:6]([C:9]2[CH:14]=[CH:13][C:12]([CH2:15]O)=[CH:11][CH:10]=2)=[CH:5][CH:4]=1.S(Cl)([Cl:21])=O. The catalyst is C(Cl)(Cl)Cl. The product is [Cl:21][CH2:15][C:12]1[CH:13]=[CH:14][C:9]([C:6]2[CH:7]=[CH:8][C:3]([C:2]([F:18])([F:17])[F:1])=[CH:4][CH:5]=2)=[CH:10][CH:11]=1. The yield is 0.980.